From a dataset of Forward reaction prediction with 1.9M reactions from USPTO patents (1976-2016). Predict the product of the given reaction. Given the reactants [CH:1]1([C:4]2[CH:5]=[CH:6][C:7]([C:15]([OH:17])=O)=[N:8][C:9]=2[O:10][CH2:11][CH:12]2[CH2:14][CH2:13]2)[CH2:3][CH2:2]1.[NH2:18][C@@H:19]([CH2:24][C:25]([CH3:28])([CH3:27])[CH3:26])[C:20]([NH:22][CH3:23])=[O:21], predict the reaction product. The product is: [CH:1]1([C:4]2[CH:5]=[CH:6][C:7]([C:15]([NH:18][C@@H:19]([CH2:24][C:25]([CH3:28])([CH3:27])[CH3:26])[C:20]([NH:22][CH3:23])=[O:21])=[O:17])=[N:8][C:9]=2[O:10][CH2:11][CH:12]2[CH2:13][CH2:14]2)[CH2:2][CH2:3]1.